The task is: Predict the reactants needed to synthesize the given product.. This data is from Full USPTO retrosynthesis dataset with 1.9M reactions from patents (1976-2016). (1) Given the product [CH3:27][O:26][C:16]1[C:14]2[N:15]=[C:11]([NH:10][C:7]([C:5]3[S:6][C:2]([CH3:1])=[CH:3][CH:4]=3)=[O:8])[S:12][C:13]=2[C:19]([N:20]2[CH2:25][CH2:24][O:23][CH2:22][CH2:21]2)=[CH:18][CH:17]=1, predict the reactants needed to synthesize it. The reactants are: [CH3:1][C:2]1[S:6][C:5]([C:7](Cl)=[O:8])=[CH:4][CH:3]=1.[NH2:10][C:11]1[S:12][C:13]2[C:19]([N:20]3[CH2:25][CH2:24][O:23][CH2:22][CH2:21]3)=[CH:18][CH:17]=[C:16]([O:26][CH3:27])[C:14]=2[N:15]=1. (2) Given the product [F:48][C:2]([F:1])([F:47])[C:3]1[CH:4]=[C:5]([CH:40]=[C:41]([C:43]([F:45])([F:46])[F:44])[CH:42]=1)[C:6]([N:8]1[CH2:13][CH2:12][N:11]([CH2:14][CH2:15][N:16]2[CH2:21][CH2:20][O:19][C@H:18]([CH2:22][O:23][CH3:24])[CH2:17]2)[CH2:10][C@H:9]1[CH2:25][C:26]1[CH:31]=[CH:30][C:29]([CH3:32])=[C:28]([N:33]([CH3:51])[C:34](=[O:39])[C:35]([F:38])([F:37])[F:36])[CH:27]=1)=[O:7], predict the reactants needed to synthesize it. The reactants are: [F:1][C:2]([F:48])([F:47])[C:3]1[CH:4]=[C:5]([CH:40]=[C:41]([C:43]([F:46])([F:45])[F:44])[CH:42]=1)[C:6]([N:8]1[CH2:13][CH2:12][N:11]([CH2:14][CH2:15][N:16]2[CH2:21][CH2:20][O:19][C@H:18]([CH2:22][O:23][CH3:24])[CH2:17]2)[CH2:10][C@H:9]1[CH2:25][C:26]1[CH:31]=[CH:30][C:29]([CH3:32])=[C:28]([NH:33][C:34](=[O:39])[C:35]([F:38])([F:37])[F:36])[CH:27]=1)=[O:7].[H-].[Na+].[CH3:51]I. (3) Given the product [OH:6][C:7]1[C:8]([CH3:20])=[C:9]2[C:13](=[CH:14][CH:15]=1)[C@@H:12]([CH2:16][C:17]([O:19][CH3:22])=[O:18])[CH2:11][CH2:10]2, predict the reactants needed to synthesize it. The reactants are: B(Br)(Br)Br.C[O:6][C:7]1[C:8]([CH3:20])=[C:9]2[C:13](=[CH:14][CH:15]=1)/[C:12](=[CH:16]/[C:17]([OH:19])=[O:18])/[CH2:11][CH2:10]2.Cl[CH2:22]Cl.